The task is: Predict the product of the given reaction.. This data is from Forward reaction prediction with 1.9M reactions from USPTO patents (1976-2016). (1) Given the reactants [Cl:1][C:2]1[CH:10]=[C:6]([C:7]([OH:9])=O)[C:5]([OH:11])=[CH:4][CH:3]=1.[NH2:12][C:13]1[CH:18]=[CH:17][C:16]([N:19]2[C:23]([C:24]3[CH:29]=[CH:28][CH:27]=[CH:26][CH:25]=3)=[CH:22][C:21]([C:30]([F:33])([F:32])[F:31])=[N:20]2)=[CH:15][CH:14]=1, predict the reaction product. The product is: [Cl:1][C:2]1[CH:3]=[CH:4][C:5]([OH:11])=[C:6]([CH:10]=1)[C:7]([NH:12][C:13]1[CH:18]=[CH:17][C:16]([N:19]2[C:23]([C:24]3[CH:29]=[CH:28][CH:27]=[CH:26][CH:25]=3)=[CH:22][C:21]([C:30]([F:33])([F:32])[F:31])=[N:20]2)=[CH:15][CH:14]=1)=[O:9]. (2) Given the reactants Cl.Cl.[CH3:3][N:4]1[C:8]2[NH:9][CH2:10][CH2:11][S:12][CH:13]([CH:14]3[CH2:19][CH2:18][NH:17][CH2:16][CH2:15]3)[C:7]=2[C:6]([C:20]2[CH:25]=[CH:24][CH:23]=[CH:22][N:21]=2)=[N:5]1.C(N(CC)C(C)C)(C)C.[C:35](Cl)(=[O:37])[CH3:36].O, predict the reaction product. The product is: [CH3:3][N:4]1[C:8]2[NH:9][CH2:10][CH2:11][S:12][CH:13]([CH:14]3[CH2:19][CH2:18][N:17]([C:35](=[O:37])[CH3:36])[CH2:16][CH2:15]3)[C:7]=2[C:6]([C:20]2[CH:25]=[CH:24][CH:23]=[CH:22][N:21]=2)=[N:5]1. (3) Given the reactants [CH3:1][C:2]1[CH:7]=[C:6]([C:8]#[C:9][C:10]2[CH:15]=[CH:14][CH:13]=[CH:12][CH:11]=2)[CH:5]=[CH:4][C:3]=1[NH2:16].[CH3:17][C:18]1[O:19][C:20](=O)[C:21]2[CH:27]=[CH:26][CH:25]=[CH:24][C:22]=2[N:23]=1, predict the reaction product. The product is: [CH3:17][C:18]1[N:16]([C:3]2[CH:4]=[CH:5][C:6]([C:8]#[C:9][C:10]3[CH:11]=[CH:12][CH:13]=[CH:14][CH:15]=3)=[CH:7][C:2]=2[CH3:1])[C:20](=[O:19])[C:21]2[C:22](=[CH:24][CH:25]=[CH:26][CH:27]=2)[N:23]=1. (4) Given the reactants [C:1](OC(=O)C)(=[O:3])[CH3:2].[NH2:8][C@H:9]([CH2:20][O:21][CH3:22])[C:10]([NH:12][CH2:13][C:14]1[CH:19]=[CH:18][CH:17]=[CH:16][CH:15]=1)=[O:11].C(N(CC)CC)C, predict the reaction product. The product is: [CH3:2][C:1]([NH:8][C@@H:9]([C:10]([NH:12][CH2:13][C:14]1[CH:19]=[CH:18][CH:17]=[CH:16][CH:15]=1)=[O:11])[CH2:20][O:21][CH3:22])=[O:3]. (5) Given the reactants [F:1][C:2]([F:29])([F:28])[C:3]1[CH:27]=[CH:26][CH:25]=[CH:24][C:4]=1[C:5]([N:7]1[CH2:11][C:10]2[CH2:12][N:13]([C:15]3[CH:23]=[CH:22][C:18]([C:19]([OH:21])=O)=[CH:17][N:16]=3)[CH2:14][C:9]=2[CH2:8]1)=[O:6].[CH:30]1([CH2:35][CH2:36][NH2:37])[CH2:34][CH2:33][CH2:32][CH2:31]1, predict the reaction product. The product is: [CH:30]1([CH2:35][CH2:36][NH:37][C:19](=[O:21])[C:18]2[CH:22]=[CH:23][C:15]([N:13]3[CH2:14][C:9]4[CH2:8][N:7]([C:5](=[O:6])[C:4]5[CH:24]=[CH:25][CH:26]=[CH:27][C:3]=5[C:2]([F:29])([F:1])[F:28])[CH2:11][C:10]=4[CH2:12]3)=[N:16][CH:17]=2)[CH2:34][CH2:33][CH2:32][CH2:31]1.